From a dataset of Full USPTO retrosynthesis dataset with 1.9M reactions from patents (1976-2016). Predict the reactants needed to synthesize the given product. Given the product [C:12]1([C:18]2[O:22][N:21]=[C:20]([CH2:23][NH:11][C:8]34[CH2:10][CH:4]5[CH2:5][CH:6]([CH2:1][CH:2]([CH2:3]5)[CH2:9]3)[CH2:7]4)[CH:19]=2)[CH:17]=[CH:16][CH:15]=[CH:14][CH:13]=1, predict the reactants needed to synthesize it. The reactants are: [CH2:1]1[CH:6]2[CH2:7][C:8]3([NH2:11])[CH2:10][CH:4]([CH2:5]2)[CH2:3][CH:2]1[CH2:9]3.[C:12]1([C:18]2[O:22][N:21]=[C:20]([CH:23]=O)[CH:19]=2)[CH:17]=[CH:16][CH:15]=[CH:14][CH:13]=1.